This data is from Peptide-MHC class I binding affinity with 185,985 pairs from IEDB/IMGT. The task is: Regression. Given a peptide amino acid sequence and an MHC pseudo amino acid sequence, predict their binding affinity value. This is MHC class I binding data. (1) The MHC is H-2-Db with pseudo-sequence H-2-Db. The peptide sequence is YMLNYTKGVL. The binding affinity (normalized) is 0.529. (2) The peptide sequence is REEAIRHVRA. The MHC is HLA-B40:01 with pseudo-sequence HLA-B40:01. The binding affinity (normalized) is 0.396. (3) The binding affinity (normalized) is 0.850. The MHC is H-2-Ld with pseudo-sequence H-2-Ld. The peptide sequence is IPQVLDSWWTSL. (4) The peptide sequence is YFNDPALGH. The MHC is HLA-A29:02 with pseudo-sequence HLA-A29:02. The binding affinity (normalized) is 0.562.